This data is from Forward reaction prediction with 1.9M reactions from USPTO patents (1976-2016). The task is: Predict the product of the given reaction. (1) Given the reactants [CH2:1]([N:4]1[C:13](=[O:14])[C:12]([OH:15])=[C:11]2[C:6]([CH2:7][CH2:8][N:9]([CH2:17][C:18]3[CH:23]=[CH:22][C:21]([F:24])=[C:20]([Cl:25])[CH:19]=3)[C:10]2=[O:16])=[C:5]1[C:26]([O:28][CH3:29])=[O:27])[CH:2]=[CH2:3].[C:30](=O)([O-])[O-].[Cs+].[Cs+].IC, predict the reaction product. The product is: [CH2:1]([N:4]1[C:13](=[O:14])[C:12]([O:15][CH3:30])=[C:11]2[C:6]([CH2:7][CH2:8][N:9]([CH2:17][C:18]3[CH:23]=[CH:22][C:21]([F:24])=[C:20]([Cl:25])[CH:19]=3)[C:10]2=[O:16])=[C:5]1[C:26]([O:28][CH3:29])=[O:27])[CH:2]=[CH2:3]. (2) Given the reactants [OH:1][C:2]1[CH:3]=[CH:4][CH:5]=[C:6]2[C:11]=1[N:10]=[CH:9][CH:8]=[CH:7]2.[C:12]([Cl:15])(=[O:14])[CH3:13].[Cl-].[Al+3].[Cl-].[Cl-], predict the reaction product. The product is: [ClH:15].[C:12]([C:5]1[CH:4]=[CH:3][C:2]([OH:1])=[C:11]2[C:6]=1[CH:7]=[CH:8][CH:9]=[N:10]2)(=[O:14])[CH3:13]. (3) Given the reactants C([O:5][C:6]([CH2:8][CH2:9][O:10][C:11]([N:13]1[C:22]2[C:17](=[N:18][C:19]([O:23][CH3:24])=[CH:20][CH:21]=2)[C@@H:16]([NH:25][C:26]2[N:31]=[C:30]([CH2:32][C:33]3[CH:38]=[C:37]([C:39]([F:42])([F:41])[F:40])[CH:36]=[C:35]([C:43]([F:46])([F:45])[F:44])[CH:34]=3)[C:29]([N:47]3[CH2:52][CH2:51][O:50][CH2:49][CH2:48]3)=[CH:28][N:27]=2)[CH2:15][C@H:14]1[CH2:53][CH3:54])=[O:12])=[O:7])(C)(C)C.Cl.C(OCC)(=O)C, predict the reaction product. The product is: [C:6]([CH2:8][CH2:9][O:10][C:11]([N:13]1[C:22]2[C:17](=[N:18][C:19]([O:23][CH3:24])=[CH:20][CH:21]=2)[C@@H:16]([NH:25][C:26]2[N:31]=[C:30]([CH2:32][C:33]3[CH:34]=[C:35]([C:43]([F:44])([F:46])[F:45])[CH:36]=[C:37]([C:39]([F:41])([F:40])[F:42])[CH:38]=3)[C:29]([N:47]3[CH2:52][CH2:51][O:50][CH2:49][CH2:48]3)=[CH:28][N:27]=2)[CH2:15][C@H:14]1[CH2:53][CH3:54])=[O:12])([OH:7])=[O:5]. (4) The product is: [P:11]([OH:15])([OH:14])([OH:13])=[O:12].[NH2:2][CH2:3][C:4](=[O:10])[CH2:5][CH2:6][C:7]([OH:9])=[O:8]. Given the reactants Cl.[NH2:2][CH2:3][C:4](=[O:10])[CH2:5][CH2:6][C:7]([OH:9])=[O:8].[P:11](=[O:15])([OH:14])([OH:13])[OH:12].N1C=CC(C)=CC=1.C(O)C, predict the reaction product. (5) The product is: [CH3:17][C:9]1[CH:10]=[C:11]([CH2:15][CH2:2][CH2:3][CH3:4])[C:12]2[C:7](=[C:6]3[C:15](=[CH:14][CH:13]=2)[C:2]([CH2:24][CH2:23][CH2:22][CH3:21])=[CH:3][C:4]([CH3:18])=[N:5]3)[N:8]=1. Given the reactants Cl[C:2]1[C:15]2[C:6](=[C:7]3[C:12](=[CH:13][CH:14]=2)[C:11](Cl)=[CH:10][C:9]([CH3:17])=[N:8]3)[N:5]=[C:4]([CH3:18])[CH:3]=1.C([Mg]Br)C[CH2:21][CH2:22][CH2:23][CH3:24], predict the reaction product.